Dataset: Catalyst prediction with 721,799 reactions and 888 catalyst types from USPTO. Task: Predict which catalyst facilitates the given reaction. (1) Product: [Cl:1][C:2]1[CH:3]=[CH:4][C:5]([C:8]2([C:11]3[N:28]=[C:27]([S:17]([C:20]4[CH:26]=[CH:25][C:23]([CH3:24])=[CH:22][CH:21]=4)(=[O:19])=[O:18])[S:13][N:12]=3)[CH2:10][CH2:9]2)=[CH:6][CH:7]=1. Reactant: [Cl:1][C:2]1[CH:7]=[CH:6][C:5]([C:8]2([C:11]3OC(=O)[S:13][N:12]=3)[CH2:10][CH2:9]2)=[CH:4][CH:3]=1.[S:17]([C:27]#[N:28])([C:20]1[CH:26]=[CH:25][C:23]([CH3:24])=[CH:22][CH:21]=1)(=[O:19])=[O:18].CCCCC. The catalyst class is: 262. (2) Reactant: [CH3:1][N:2]([CH2:4][CH:5]1[CH2:10][CH2:9][CH2:8][CH2:7][C:6]1([C:12]1[CH:13]=[C:14]([CH:18]=[CH:19][CH:20]=1)[C:15]([NH2:17])=[O:16])[OH:11])[CH3:3]. Product: [CH3:3][N:2]([CH2:4][C@H:5]1[CH2:10][CH2:9][CH2:8][CH2:7][C@@:6]1([C:12]1[CH:13]=[C:14]([CH:18]=[CH:19][CH:20]=1)[C:15]([NH2:17])=[O:16])[OH:11])[CH3:1]. The catalyst class is: 10. (3) Reactant: [CH2:1]([N:3]([CH2:37][CH3:38])[C:4]([NH:6][C:7]1[C:8]([C:18]2[NH:22][C:21]3[CH:23]=[C:24]([O:28][CH2:29][CH2:30][N:31]4[CH2:36][CH2:35][CH2:34][CH2:33][CH2:32]4)[C:25]([F:27])=[CH:26][C:20]=3[N:19]=2)=[N:9][N:10](C2CCCCO2)[CH:11]=1)=[O:5])[CH3:2].[F:39][C:40]([F:45])([F:44])[C:41]([OH:43])=[O:42]. Product: [F:39][C:40]([F:45])([F:44])[C:41]([OH:43])=[O:42].[CH2:37]([N:3]([CH2:1][CH3:2])[C:4]([NH:6][C:7]1[C:8]([C:18]2[NH:22][C:21]3[CH:23]=[C:24]([O:28][CH2:29][CH2:30][N:31]4[CH2:36][CH2:35][CH2:34][CH2:33][CH2:32]4)[C:25]([F:27])=[CH:26][C:20]=3[N:19]=2)=[N:9][NH:10][CH:11]=1)=[O:5])[CH3:38]. The catalyst class is: 4.